This data is from NCI-60 drug combinations with 297,098 pairs across 59 cell lines. The task is: Regression. Given two drug SMILES strings and cell line genomic features, predict the synergy score measuring deviation from expected non-interaction effect. Drug 1: CC1=C2C(C(=O)C3(C(CC4C(C3C(C(C2(C)C)(CC1OC(=O)C(C(C5=CC=CC=C5)NC(=O)OC(C)(C)C)O)O)OC(=O)C6=CC=CC=C6)(CO4)OC(=O)C)OC)C)OC. Drug 2: C1=CC(=CC=C1CCCC(=O)O)N(CCCl)CCCl. Cell line: T-47D. Synergy scores: CSS=34.0, Synergy_ZIP=-6.54, Synergy_Bliss=-8.37, Synergy_Loewe=-4.61, Synergy_HSA=-2.25.